This data is from Forward reaction prediction with 1.9M reactions from USPTO patents (1976-2016). The task is: Predict the product of the given reaction. (1) Given the reactants ClC12[C:19](=[O:20])[C:18]3[C:13](=[CH:14][CH:15]=[CH:16][CH:17]=3)[C:3]1([OH:21])[O:4][C:5]1[CH:10]=[C:9]([CH3:11])[C:8]([CH3:12])=[CH:7]C=12.[CH2:22]([S:25](Cl)(=[O:27])=[O:26])[CH2:23][CH3:24].N1C=CC=C[CH:30]=1.[C:35](#[N:37])[CH3:36], predict the reaction product. The product is: [OH:21][C:3]12[C:13]3[C:18](=[CH:17][CH:16]=[CH:15][CH:14]=3)[C:19](=[O:20])[C:35]1([NH:37][S:25]([CH2:22][CH2:23][CH3:24])(=[O:27])=[O:26])[C:36]1[CH:30]=[CH:11][C:9]([CH:8]([CH3:7])[CH3:12])=[CH:10][C:5]=1[O:4]2. (2) Given the reactants [Cl:1][C:2]1[CH:7]=[C:6]([Cl:8])[CH:5]=[CH:4][C:3]=1[C:9]1[N:10]([C:18]2[CH:23]=[CH:22][C:21]([O:24][CH3:25])=[CH:20][CH:19]=2)[C:11]([CH3:17])=[C:12]([C:14](O)=[O:15])[N:13]=1.C(N(C(C)C)CC)(C)C.F[P-](F)(F)(F)(F)F.N1(OC(N(C)C)=[N+](C)C)C2C=CC=CC=2N=N1.[CH:59]1([NH2:65])[CH2:64][CH2:63][CH2:62][CH2:61][CH2:60]1, predict the reaction product. The product is: [CH:59]1([NH:65][C:14]([C:12]2[N:13]=[C:9]([C:3]3[CH:4]=[CH:5][C:6]([Cl:8])=[CH:7][C:2]=3[Cl:1])[N:10]([C:18]3[CH:19]=[CH:20][C:21]([O:24][CH3:25])=[CH:22][CH:23]=3)[C:11]=2[CH3:17])=[O:15])[CH2:64][CH2:63][CH2:62][CH2:61][CH2:60]1. (3) Given the reactants [CH2:1]([N:8]1[CH2:14][C:13]([NH:16]C(OC(C)(C)C)=O)([CH3:15])[C:10]2([CH2:12][CH2:11]2)[C:9]1=[O:24])[C:2]1[CH:7]=[CH:6][CH:5]=[CH:4][CH:3]=1.Cl.O, predict the reaction product. The product is: [NH2:16][C:13]1([CH3:15])[C:10]2([CH2:12][CH2:11]2)[C:9](=[O:24])[N:8]([CH2:1][C:2]2[CH:7]=[CH:6][CH:5]=[CH:4][CH:3]=2)[CH2:14]1. (4) Given the reactants [CH3:1][C@H:2]1[O:7][C@@H:6]([CH3:8])[CH2:5][NH:4][CH2:3]1.Br[CH2:10][CH2:11][OH:12], predict the reaction product. The product is: [CH3:8][C@H:6]1[O:7][C@@H:2]([CH3:1])[CH2:3][N:4]([CH2:10][CH2:11][OH:12])[CH2:5]1.